Dataset: Catalyst prediction with 721,799 reactions and 888 catalyst types from USPTO. Task: Predict which catalyst facilitates the given reaction. (1) Reactant: N#N.[CH3:3][O:4][CH2:5][C:6]1[N:7]=[C:8]([CH2:11][N:12]2[N:16]=[C:15]([N+:17]([O-])=O)[CH:14]=[N:13]2)[S:9][CH:10]=1.[NH4+].[Cl-]. Product: [CH3:3][O:4][CH2:5][C:6]1[N:7]=[C:8]([CH2:11][N:12]2[N:16]=[C:15]([NH2:17])[CH:14]=[N:13]2)[S:9][CH:10]=1. The catalyst class is: 314. (2) Product: [F:19][C:20]1[CH:25]=[C:24]([F:26])[CH:23]=[CH:22][C:21]=1[O:27][C:2]1[N:3]([C:12]2[CH:17]=[CH:16][C:15]([F:18])=[CH:14][CH:13]=2)[C:4](=[O:11])[C:5]2[N:10]=[CH:9][S:8][C:6]=2[N:7]=1. The catalyst class is: 2. Reactant: Cl[C:2]1[N:3]([C:12]2[CH:17]=[CH:16][C:15]([F:18])=[CH:14][CH:13]=2)[C:4](=[O:11])[C:5]2[N:10]=[CH:9][S:8][C:6]=2[N:7]=1.[F:19][C:20]1[CH:25]=[C:24]([F:26])[CH:23]=[CH:22][C:21]=1[OH:27].CO. (3) Reactant: [F:1][C:2]1[CH:7]=[CH:6][C:5]([C:8]2[C:20]([CH:21]([OH:24])[C:22]#[CH:23])=[C:11]3[CH:12]=[CH:13][C:14]([C:16]([F:19])([F:18])[F:17])=[CH:15][N:10]3[N:9]=2)=[CH:4][CH:3]=1. Product: [F:1][C:2]1[CH:3]=[CH:4][C:5]([C:8]2[C:20]([C:21](=[O:24])[C:22]#[CH:23])=[C:11]3[CH:12]=[CH:13][C:14]([C:16]([F:19])([F:18])[F:17])=[CH:15][N:10]3[N:9]=2)=[CH:6][CH:7]=1. The catalyst class is: 428. (4) Reactant: [C:1]([O:5][C:6]([N:8]1[CH2:13][CH2:12][CH2:11][CH2:10][C@@H:9]1[CH2:14][NH:15][C:16]1[CH:21]=[CH:20][C:19]([C:22]([N:24]([CH2:27][CH3:28])[CH2:25][CH3:26])=[O:23])=[CH:18][C:17]=1[N+:29]([O-])=O)=[O:7])([CH3:4])([CH3:3])[CH3:2]. Product: [NH2:29][C:17]1[CH:18]=[C:19]([C:22]([N:24]([CH2:25][CH3:26])[CH2:27][CH3:28])=[O:23])[CH:20]=[CH:21][C:16]=1[NH:15][CH2:14][C@H:9]1[CH2:10][CH2:11][CH2:12][CH2:13][N:8]1[C:6]([O:5][C:1]([CH3:3])([CH3:2])[CH3:4])=[O:7]. The catalyst class is: 99.